From a dataset of Catalyst prediction with 721,799 reactions and 888 catalyst types from USPTO. Predict which catalyst facilitates the given reaction. (1) The catalyst class is: 157. Reactant: [N:1]1[CH:6]=[CH:5][CH:4]=[CH:3][C:2]=1[N:7]1[CH2:12][CH2:11][N:10](C(OC(C)(C)C)=O)[CH2:9][CH2:8]1.[OH-].[Na+]. Product: [N:1]1[CH:6]=[CH:5][CH:4]=[CH:3][C:2]=1[N:7]1[CH2:8][CH2:9][NH:10][CH2:11][CH2:12]1. (2) Reactant: [OH-].[K+].[CH3:3]/[C:4](/[CH:11]=[CH:12]/[CH:13]=[C:14](\[CH3:26])/[CH2:15][CH2:16]/[CH:17]=[C:18](\[CH3:25])/[CH2:19][CH2:20][CH:21]=[C:22]([CH3:24])[CH3:23])=[CH:5]\[C:6]([O:8]CC)=[O:7]. Product: [CH3:3]/[C:4](/[CH:11]=[CH:12]/[CH:13]=[C:14](\[CH3:26])/[CH2:15][CH2:16]/[CH:17]=[C:18](\[CH3:25])/[CH2:19][CH2:20][CH:21]=[C:22]([CH3:24])[CH3:23])=[CH:5]\[C:6]([OH:8])=[O:7]. The catalyst class is: 41. (3) Reactant: Cl[CH2:2][Si:3]([CH3:33])([CH3:32])[CH2:4][CH2:5][C:6]1[C:18]2[CH2:17][N:16]3[C:11](=[CH:12][C:13]4[C@:23]([CH2:25][CH3:26])([OH:24])[C:22](=[O:27])[O:21][CH2:20][C:14]=4[C:15]3=[O:19])[C:10]=2[N:9]=[C:8]2[CH:28]=[CH:29][CH:30]=[CH:31][C:7]=12.[C:34]([O-:37])(=[S:36])[CH3:35].[K+]. Product: [CH2:25]([C:23]1([OH:24])[C:13]2[CH:12]=[C:11]3[N:16]([C:15](=[O:19])[C:14]=2[CH2:20][O:21][C:22]1=[O:27])[CH2:17][C:18]1[C:6]([CH2:5][CH2:4][Si:3]([CH2:2][S:36][C:34](=[O:37])[CH3:35])([CH3:33])[CH3:32])=[C:7]2[CH:31]=[CH:30][CH:29]=[CH:28][C:8]2=[N:9][C:10]3=1)[CH3:26]. The catalyst class is: 9. (4) Product: [Br:24][CH2:25][CH2:26][N:7]1[C:8]2[C:4](=[CH:3][C:2]([Cl:1])=[CH:10][CH:9]=2)[CH:5]=[C:6]1[CH2:11][N:12]1[C:16]2=[CH:17][N:18]=[CH:19][CH:20]=[C:15]2[C:14]2([CH2:22][CH2:21]2)[C:13]1=[O:23]. The catalyst class is: 21. Reactant: [Cl:1][C:2]1[CH:3]=[C:4]2[C:8](=[CH:9][CH:10]=1)[NH:7][C:6]([CH2:11][N:12]1[C:16]3=[CH:17][N:18]=[CH:19][CH:20]=[C:15]3[C:14]3([CH2:22][CH2:21]3)[C:13]1=[O:23])=[CH:5]2.[Br:24][CH2:25][CH2:26]Br.C(=O)([O-])[O-].[K+].[K+]. (5) Reactant: [H-].[H-].[H-].[H-].[Li+].[Al+3].[F:7][C:8]1[CH:13]=[CH:12][C:11]([C:14]2[N:18]3[CH2:19][CH2:20][CH2:21]/[C:22](=[CH:23]\[C:24]4[CH:29]=[CH:28][C:27]([N:30]5[CH:34]=[C:33]([CH3:35])[N:32]=[CH:31]5)=[C:26]([O:36][CH3:37])[CH:25]=4)/[C:17]3=[N:16][C:15]=2[C:38](OC)=[O:39])=[CH:10][CH:9]=1.C(OCC)(=O)C.O. Product: [F:7][C:8]1[CH:9]=[CH:10][C:11]([C:14]2[N:18]3[CH2:19][CH2:20][CH2:21]/[C:22](=[CH:23]\[C:24]4[CH:29]=[CH:28][C:27]([N:30]5[CH:34]=[C:33]([CH3:35])[N:32]=[CH:31]5)=[C:26]([O:36][CH3:37])[CH:25]=4)/[C:17]3=[N:16][C:15]=2[CH2:38][OH:39])=[CH:12][CH:13]=1. The catalyst class is: 1.